This data is from Peptide-MHC class II binding affinity with 134,281 pairs from IEDB. The task is: Regression. Given a peptide amino acid sequence and an MHC pseudo amino acid sequence, predict their binding affinity value. This is MHC class II binding data. (1) The peptide sequence is YPFIEQEGPEFFDQE. The MHC is DRB1_0405 with pseudo-sequence DRB1_0405. The binding affinity (normalized) is 0.217. (2) The peptide sequence is GELQTVDKIDAAFKI. The MHC is DRB3_0202 with pseudo-sequence DRB3_0202. The binding affinity (normalized) is 0.187.